From a dataset of Tyrosyl-DNA phosphodiesterase HTS with 341,365 compounds. Binary Classification. Given a drug SMILES string, predict its activity (active/inactive) in a high-throughput screening assay against a specified biological target. (1) The compound is O=C(N1CCCC1)Cn1c2c(n(c3c2cc(OC)cc3)C)c(=O)n(c1=O)c1c(cccc1)C. The result is 0 (inactive). (2) The compound is O=C(N1CCN(CC1)CCC)Nc1ccc(OCC)cc1. The result is 0 (inactive).